Predict which catalyst facilitates the given reaction. From a dataset of Catalyst prediction with 721,799 reactions and 888 catalyst types from USPTO. (1) Reactant: Cl[C:2]1[C:7]([C:8]#[N:9])=[CH:6][CH:5]=[C:4]([C:10]2[CH:15]=[CH:14][C:13]([Cl:16])=[CH:12][C:11]=2[Cl:17])[N:3]=1.Cl.[NH:19]1[CH2:24][CH2:23][CH2:22][CH:21]([NH:25][C:26]2[N:31]=[CH:30][C:29]([C:32]#[N:33])=[CH:28][CH:27]=2)[CH2:20]1.C(N(CC)C(C)C)(C)C. Product: [C:32]([C:29]1[CH:28]=[CH:27][C:26]([NH:25][CH:21]2[CH2:22][CH2:23][CH2:24][N:19]([C:2]3[C:7]([C:8]#[N:9])=[CH:6][CH:5]=[C:4]([C:10]4[CH:15]=[CH:14][C:13]([Cl:16])=[CH:12][C:11]=4[Cl:17])[N:3]=3)[CH2:20]2)=[N:31][CH:30]=1)#[N:33]. The catalyst class is: 16. (2) Reactant: CS(O[CH2:6][CH2:7][CH2:8][O:9][C:10]1[CH:15]=[CH:14][CH:13]=[C:12]([C:16]2[N:20]([C:21]3[CH:26]=[CH:25][CH:24]=[C:23]([Cl:27])[CH:22]=3)[N:19]=[C:18]([C:28]([N:30]3[CH2:34][C:33](=[O:35])[NH:32][CH2:31]3)=[O:29])[CH:17]=2)[CH:11]=1)(=O)=O.[CH3:36][N:37]1[CH2:42][CH2:41][NH:40][CH2:39][CH2:38]1.[CH:43]([OH:45])=[O:44].ClC1C=C(N2C(C3C=CC=C(OCCCN(C)C)C=3)=CC(C(N3CC(=O)NC3)=O)=N2)C=CC=1. Product: [CH:43]([OH:45])=[O:44].[Cl:27][C:23]1[CH:22]=[C:21]([N:20]2[C:16]([C:12]3[CH:13]=[CH:14][CH:15]=[C:10]([O:9][CH2:8][CH2:7][CH2:6][N:40]4[CH2:41][CH2:42][N:37]([CH3:36])[CH2:38][CH2:39]4)[CH:11]=3)=[CH:17][C:18]([C:28]([N:30]3[CH2:34][C:33](=[O:35])[NH:32][CH2:31]3)=[O:29])=[N:19]2)[CH:26]=[CH:25][CH:24]=1. The catalyst class is: 7. (3) Reactant: Cl[C:2]1[CH:7]=[C:6]([C:8]([F:17])([C:13]([F:16])([F:15])[F:14])[C:9]([F:12])([F:11])[F:10])[CH:5]=[C:4](Cl)[C:3]=1N.N1C=CC=C[CH:21]=1.S(=[N:28][C:29]1[CH:30]=[C:31]([CH:35]=[CH:36][C:37]=1[Br:38])[C:32](Cl)=[O:33])=O.C[N:40]([CH3:43])C=O. Product: [NH2:28][C:29]1[CH:30]=[C:31]([CH:35]=[CH:36][C:37]=1[Br:38])[C:32]([NH:40][C:43]1[C:4]([CH3:3])=[CH:5][C:6]([C:8]([F:17])([C:13]([F:15])([F:14])[F:16])[C:9]([F:10])([F:12])[F:11])=[CH:7][C:2]=1[CH3:21])=[O:33]. The catalyst class is: 4. (4) Reactant: CC1(C)[O:7][CH2:6][CH:5]([CH2:8][O:9][C:10]2[C:31]([CH3:32])=[CH:30][C:13]([CH2:14][NH:15][C:16]([C:18]3[S:25][C:24]([CH3:26])=[C:23]4[C:19]=3[CH2:20][C@H:21]3[C:27]([CH3:29])([CH3:28])[C@H:22]34)=[O:17])=[CH:12][C:11]=2[CH3:33])[CH2:4][O:3]1. Product: [OH:7][CH2:6][CH:5]([CH2:4][OH:3])[CH2:8][O:9][C:10]1[C:11]([CH3:33])=[CH:12][C:13]([CH2:14][NH:15][C:16]([C:18]2[S:25][C:24]([CH3:26])=[C:23]3[C:19]=2[CH2:20][C@H:21]2[C:27]([CH3:29])([CH3:28])[C@H:22]23)=[O:17])=[CH:30][C:31]=1[CH3:32]. The catalyst class is: 86. (5) The catalyst class is: 4. Reactant: C1(P(C2C=CC=CC=2)(C2C=CC=CC=2)=[CH:8][C:9](=[O:11])[CH3:10])C=CC=CC=1.[CH2:24]([S:26][CH:27]([CH3:31])[CH2:28][CH:29]=O)[CH3:25].CCCCCC.CCOCC. Product: [CH2:24]([S:26][CH:27]([CH3:31])[CH2:28][CH:29]=[CH:8][C:9](=[O:11])[CH3:10])[CH3:25]. (6) Reactant: [F:1][C:2]([F:7])([F:6])[C:3]([OH:5])=[O:4].[C:8]([N:11]1[C:20]2[C:15](=[CH:16][C:17]([C:21]3[N:22]=[CH:23][N:24]([CH2:26][C:27]([O:29]C(C)(C)C)=[O:28])[CH:25]=3)=[CH:18][CH:19]=2)[C@H:14]([NH:34][C:35]([O:37][CH:38]([CH3:40])[CH3:39])=[O:36])[CH2:13][C@@H:12]1[CH3:41])(=[O:10])[CH3:9]. Product: [F:1][C:2]([F:7])([F:6])[C:3]([OH:5])=[O:4].[C:8]([N:11]1[C:20]2[C:15](=[CH:16][C:17]([C:21]3[N:22]=[CH:23][N:24]([CH2:26][C:27]([OH:29])=[O:28])[CH:25]=3)=[CH:18][CH:19]=2)[C@H:14]([NH:34][C:35]([O:37][CH:38]([CH3:40])[CH3:39])=[O:36])[CH2:13][C@@H:12]1[CH3:41])(=[O:10])[CH3:9]. The catalyst class is: 2. (7) Reactant: [C:1]([O:5][C:6]([N:8]1[C:13]2[CH:14]=[C:15]([Cl:19])[C:16]([OH:18])=[CH:17][C:12]=2[O:11][CH:10]([C:20]([N:22]2[CH2:27][CH2:26][C:25]([C:36]#[N:37])([CH2:28][C:29]3[CH:34]=[CH:33][C:32]([F:35])=[CH:31][CH:30]=3)[CH2:24][CH2:23]2)=[O:21])[CH2:9]1)=[O:7])([CH3:4])([CH3:3])[CH3:2].C([O-])([O-])=O.[K+].[K+].[CH:44](Br)([CH3:46])[CH3:45]. Product: [C:1]([O:5][C:6]([N:8]1[C:13]2[CH:14]=[C:15]([Cl:19])[C:16]([O:18][CH:44]([CH3:46])[CH3:45])=[CH:17][C:12]=2[O:11][CH:10]([C:20]([N:22]2[CH2:27][CH2:26][C:25]([C:36]#[N:37])([CH2:28][C:29]3[CH:30]=[CH:31][C:32]([F:35])=[CH:33][CH:34]=3)[CH2:24][CH2:23]2)=[O:21])[CH2:9]1)=[O:7])([CH3:4])([CH3:2])[CH3:3]. The catalyst class is: 21. (8) Reactant: [CH2:1]([C:3]1[N:4]([CH2:16][CH2:17][CH2:18][CH2:19][NH:20][CH:21]2[CH2:26][CH2:25][O:24][CH2:23][CH2:22]2)[C:5]2[C:14]3[CH:13]=[CH:12][CH:11]=[CH:10][C:9]=3[N:8]=[CH:7][C:6]=2[N:15]=1)[CH3:2].C(N(CC)CC)C.[C:34]([O:38][C:39](O[C:39]([O:38][C:34]([CH3:37])([CH3:36])[CH3:35])=[O:40])=[O:40])([CH3:37])([CH3:36])[CH3:35]. Product: [CH2:1]([C:3]1[N:4]([CH2:16][CH2:17][CH2:18][CH2:19][N:20]([CH:21]2[CH2:26][CH2:25][O:24][CH2:23][CH2:22]2)[C:39](=[O:40])[O:38][C:34]([CH3:37])([CH3:36])[CH3:35])[C:5]2[C:14]3[CH:13]=[CH:12][CH:11]=[CH:10][C:9]=3[N:8]=[CH:7][C:6]=2[N:15]=1)[CH3:2]. The catalyst class is: 4. (9) Reactant: [OH:1][C:2]1[CH:7]=[CH:6][C:5]([C@@H:8]([NH:32]C(=O)OC(C)(C)C)[C:9](=[O:31])[NH:10][C:11]2[CH:12]=[C:13]3[C:29](=[O:30])[NH:28][N:27]=[CH:26][C:15]4=[C:16]([C:20]5[CH:25]=[CH:24][CH:23]=[CH:22][CH:21]=5)[NH:17][C:18]([CH:19]=2)=[C:14]34)=[CH:4][CH:3]=1.[ClH:40].C(N(CC)CC)C. Product: [ClH:40].[NH2:32][C@H:8]([C:5]1[CH:4]=[CH:3][C:2]([OH:1])=[CH:7][CH:6]=1)[C:9]([NH:10][C:11]1[CH:12]=[C:13]2[C:29](=[O:30])[NH:28][N:27]=[CH:26][C:15]3=[C:16]([C:20]4[CH:25]=[CH:24][CH:23]=[CH:22][CH:21]=4)[NH:17][C:18]([CH:19]=1)=[C:14]23)=[O:31]. The catalyst class is: 12. (10) Reactant: Br[C:2]1[C:3]([CH3:10])=[N:4][C:5]([Cl:9])=[C:6]([F:8])[CH:7]=1.[F:11][C:12]1[CH:17]=[CH:16][C:15]([O:18][CH3:19])=[CH:14][C:13]=1B(O)O.C([O-])([O-])=O.[K+].[K+].O. Product: [Cl:9][C:5]1[C:6]([F:8])=[CH:7][C:2]([C:13]2[CH:14]=[C:15]([O:18][CH3:19])[CH:16]=[CH:17][C:12]=2[F:11])=[C:3]([CH3:10])[N:4]=1. The catalyst class is: 1.